This data is from Catalyst prediction with 721,799 reactions and 888 catalyst types from USPTO. The task is: Predict which catalyst facilitates the given reaction. (1) Reactant: Cl[C:2]1[C:7]([C:8]([C:10]2[CH:15]=[CH:14][C:13]([O:16][CH3:17])=[CH:12][CH:11]=2)=O)=[CH:6][N:5]=[C:4]([C:18]2[CH:19]=[C:20]([CH:26]=[C:27]([F:30])[C:28]=2[CH3:29])[C:21]([NH:23][CH2:24][CH3:25])=[O:22])[CH:3]=1.O.[NH2:32][NH2:33]. Product: [CH2:24]([NH:23][C:21](=[O:22])[C:20]1[CH:19]=[C:18]([C:4]2[N:5]=[CH:6][C:7]3[C:8]([C:10]4[CH:15]=[CH:14][C:13]([O:16][CH3:17])=[CH:12][CH:11]=4)=[N:32][NH:33][C:2]=3[CH:3]=2)[C:28]([CH3:29])=[C:27]([F:30])[CH:26]=1)[CH3:25]. The catalyst class is: 1. (2) Reactant: [CH3:1][S:2]([NH:5][CH:6]1[CH2:11][CH2:10][N:9]([C:12]2[C:17]([CH3:18])=[CH:16][CH:15]=[CH:14][C:13]=2[CH2:19][N:20]2[CH2:25][CH2:24][N:23](C(OC(C)(C)C)=O)[CH2:22][CH2:21]2)[CH2:8][CH2:7]1)(=[O:4])=[O:3].C(O)(C(F)(F)F)=O. Product: [CH3:18][C:17]1[CH:16]=[CH:15][CH:14]=[C:13]([CH2:19][N:20]2[CH2:25][CH2:24][NH:23][CH2:22][CH2:21]2)[C:12]=1[N:9]1[CH2:10][CH2:11][CH:6]([NH:5][S:2]([CH3:1])(=[O:4])=[O:3])[CH2:7][CH2:8]1. The catalyst class is: 2. (3) Reactant: [CH3:1][N:2]1[C@@H:11]2[CH2:12][C:13]3[CH:18]=[CH:17][C:16]([OH:19])=[C:15]([OH:20])[C:14]=3[C:9]3[C:10]2=[C:5]([CH:6]=[CH:7][CH:8]=3)[CH2:4][CH2:3]1.Cl.OCC(CO)O. Product: [CH3:1][N:2]1[C@@H:11]2[CH2:12][C:13]3[CH:18]=[CH:17][C:16]([OH:19])=[C:15]([OH:20])[C:14]=3[C:9]3[C:10]2=[C:5]([CH:6]=[CH:7][CH:8]=3)[CH2:4][CH2:3]1. The catalyst class is: 6. (4) Reactant: Cl.[NH2:2][C:3]1[CH:4]=[C:5]2[C:9](=[CH:10][CH:11]=1)[N:8]([C:12](=[O:32])[CH2:13][NH:14][C:15](=[O:31])[C@@H:16]([NH:21][C:22](=[O:30])[CH2:23][C:24]1[CH:29]=[CH:28][CH:27]=[CH:26][CH:25]=1)[C@@H:17]([CH3:20])[CH2:18][CH3:19])[C@H:7]([C:33]([OH:35])=[O:34])[CH2:6]2.[OH-].[Na+].[CH3:38][C:39]([O:42][C:43](O[C:43]([O:42][C:39]([CH3:41])([CH3:40])[CH3:38])=[O:44])=[O:44])([CH3:41])[CH3:40].C(O)(=O)CC(CC(O)=O)(C(O)=O)O. Product: [C:39]([O:42][C:43]([NH:2][C:3]1[CH:4]=[C:5]2[C:9](=[CH:10][CH:11]=1)[N:8]([C:12](=[O:32])[CH2:13][NH:14][C:15](=[O:31])[C@@H:16]([NH:21][C:22](=[O:30])[CH2:23][C:24]1[CH:25]=[CH:26][CH:27]=[CH:28][CH:29]=1)[C@@H:17]([CH3:20])[CH2:18][CH3:19])[C@H:7]([C:33]([OH:35])=[O:34])[CH2:6]2)=[O:44])([CH3:41])([CH3:40])[CH3:38]. The catalyst class is: 12. (5) Reactant: [CH3:1][NH:2][CH3:3].CS(C)=O.Cl[C:9]1[CH:10]=[CH:11][C:12]2[N:13]([C:15]([CH2:18][C:19]3[CH:20]=[C:21]4[C:26](=[CH:27][CH:28]=3)[N:25]=[CH:24][C:23]([C:29]3[CH:30]=[N:31][N:32]([CH3:34])[CH:33]=3)=[CH:22]4)=[N:16][N:17]=2)[N:14]=1. Product: [CH3:1][N:2]([CH3:3])[C:9]1[CH:10]=[CH:11][C:12]2[N:13]([C:15]([CH2:18][C:19]3[CH:20]=[C:21]4[C:26](=[CH:27][CH:28]=3)[N:25]=[CH:24][C:23]([C:29]3[CH:30]=[N:31][N:32]([CH3:34])[CH:33]=3)=[CH:22]4)=[N:16][N:17]=2)[N:14]=1. The catalyst class is: 6. (6) The catalyst class is: 114. Product: [CH3:1][O:2][C:3]1[CH:22]=[CH:21][C:6]([CH2:7][N:8]2[C:12]([NH2:13])=[C:11]([C:14]3[CH:15]=[N:16][C:17]([N:23]4[CH2:27][CH2:26][CH2:25][CH2:24]4)=[CH:18][CH:19]=3)[CH:10]=[N:9]2)=[CH:5][CH:4]=1. Reactant: [CH3:1][O:2][C:3]1[CH:22]=[CH:21][C:6]([CH2:7][N:8]2[C:12]([NH2:13])=[C:11]([C:14]3[CH:15]=[N:16][C:17](F)=[CH:18][CH:19]=3)[CH:10]=[N:9]2)=[CH:5][CH:4]=1.[NH:23]1[CH2:27][CH2:26][CH2:25][CH2:24]1. (7) Reactant: [Br:1][C:2]1[CH:3]=[N:4][C:5]2[C:10]([CH:11]=1)=[CH:9][C:8]([CH2:12][NH2:13])=[CH:7][CH:6]=2.Br[C:15]1[C:16]([NH2:22])=[N:17][CH:18]=[C:19]([Br:21])[N:20]=1.CCN(C(C)C)C(C)C. Product: [Br:21][C:19]1[N:20]=[C:15]([NH:13][CH2:12][C:8]2[CH:9]=[C:10]3[C:5](=[CH:6][CH:7]=2)[N:4]=[CH:3][C:2]([Br:1])=[CH:11]3)[C:16]([NH2:22])=[N:17][CH:18]=1. The catalyst class is: 8. (8) Reactant: [OH:1][C@@H:2]1[CH2:7][NH:6][C@H:5]([C:8]([O:10][CH3:11])=[O:9])[CH2:4][CH2:3]1.C(N(CC)CC)C.[F:19][C:20]([F:31])([F:30])[C:21](O[C:21](=[O:22])[C:20]([F:31])([F:30])[F:19])=[O:22].O. Product: [OH:1][C@@H:2]1[CH2:7][N:6]([C:21](=[O:22])[C:20]([F:31])([F:30])[F:19])[C@H:5]([C:8]([O:10][CH3:11])=[O:9])[CH2:4][CH2:3]1. The catalyst class is: 13.